Dataset: Reaction yield outcomes from USPTO patents with 853,638 reactions. Task: Predict the reaction yield, written as a fraction of the theoretical maximum amount of product (1.0 means a 100% yield; for example, 0.34 means a 34% yield). (1) The reactants are [CH3:1][C:2]1[CH:7]=[C:6]([N+:8]([O-])=O)[C:5]([O:11][CH3:12])=[CH:4][C:3]=1[C:13]1[CH:18]=[CH:17][N:16]=[CH:15][CH:14]=1. The catalyst is CCOC(C)=O.CO. The product is [CH3:1][C:2]1[C:3]([C:13]2[CH:18]=[CH:17][N:16]=[CH:15][CH:14]=2)=[CH:4][C:5]([O:11][CH3:12])=[C:6]([CH:7]=1)[NH2:8]. The yield is 1.00. (2) The reactants are [CH2:1]([NH:3][C:4]([NH:6][C:7]1[N:12]=[CH:11][C:10]([C:13]2[C:14]([O:23][CH:24]3[CH2:29][CH2:28][N:27]([C:30]([O:32][C:33]([CH3:36])([CH3:35])[CH3:34])=[O:31])[CH2:26][CH2:25]3)=[N:15][CH:16]=[C:17]([C:19]([NH:21][NH2:22])=[O:20])[CH:18]=2)=[C:9]([C:37]2[S:38][CH:39]=[C:40]([C:42]([F:45])([F:44])[F:43])[N:41]=2)[CH:8]=1)=[O:5])[CH3:2].[C:46](Cl)(Cl)=[O:47]. The catalyst is O1CCCC1. The product is [CH2:1]([NH:3][C:4]([NH:6][C:7]1[N:12]=[CH:11][C:10]([C:13]2[C:14]([O:23][CH:24]3[CH2:25][CH2:26][N:27]([C:30]([O:32][C:33]([CH3:36])([CH3:34])[CH3:35])=[O:31])[CH2:28][CH2:29]3)=[N:15][CH:16]=[C:17]([C:19]3[O:20][C:46](=[O:47])[NH:22][N:21]=3)[CH:18]=2)=[C:9]([C:37]2[S:38][CH:39]=[C:40]([C:42]([F:43])([F:44])[F:45])[N:41]=2)[CH:8]=1)=[O:5])[CH3:2]. The yield is 0.649. (3) The reactants are [NH2:1][S:2]([C:5]1[CH:10]=[CH:9][C:8](B(O)O)=[CH:7][CH:6]=1)(=[O:4])=[O:3].C(=O)([O-])[O-].[K+].[K+].Br[C:21]1[N:22]([CH3:39])[C:23]([C:32]2[CH:37]=[CH:36][C:35]([Cl:38])=[CH:34][CH:33]=2)=[C:24]([CH3:31])[C:25]=1[C:26]([CH:28]1[CH2:30][CH2:29]1)=[O:27].C(O)C. The catalyst is C1(C)C=CC=CC=1.C1C=CC([P]([Pd]([P](C2C=CC=CC=2)(C2C=CC=CC=2)C2C=CC=CC=2)([P](C2C=CC=CC=2)(C2C=CC=CC=2)C2C=CC=CC=2)[P](C2C=CC=CC=2)(C2C=CC=CC=2)C2C=CC=CC=2)(C2C=CC=CC=2)C2C=CC=CC=2)=CC=1. The product is [Cl:38][C:35]1[CH:36]=[CH:37][C:32]([C:23]2[N:22]([CH3:39])[C:21]([C:8]3[CH:9]=[CH:10][C:5]([S:2]([NH2:1])(=[O:4])=[O:3])=[CH:6][CH:7]=3)=[C:25]([C:26]([CH:28]3[CH2:30][CH2:29]3)=[O:27])[C:24]=2[CH3:31])=[CH:33][CH:34]=1. The yield is 0.185. (4) The reactants are [NH2:1][CH2:2][CH2:3][C:4]1[C:12]2[C:7](=[CH:8][CH:9]=[CH:10][CH:11]=2)[NH:6][CH:5]=1.[O:13]1[C:17]2[CH:18]=[CH:19][C:20]([CH:22]=O)=[CH:21][C:16]=2[CH2:15][CH2:14]1.C(O)(C(F)(F)F)=O.C([O-])(O)=O.[Na+]. The catalyst is C1(C)C=CC=CC=1.C(Cl)Cl. The product is [O:13]1[C:17]2[CH:18]=[CH:19][C:20]([CH:22]3[C:5]4[NH:6][C:7]5[C:12](=[CH:11][CH:10]=[CH:9][CH:8]=5)[C:4]=4[CH2:3][CH2:2][NH:1]3)=[CH:21][C:16]=2[CH2:15][CH2:14]1. The yield is 0.800. (5) The product is [CH:27]([O:26][C:23]1[CH:24]=[CH:25][C:20]([C:18]([N:15]2[CH2:14][CH2:13][C:12]3([CH2:31][NH:8][CH2:9][CH:10]([C:32]4[CH:37]=[CH:36][CH:35]=[CH:34][CH:33]=4)[O:11]3)[CH2:17][CH2:16]2)=[O:19])=[CH:21][C:22]=1[CH3:30])([CH3:29])[CH3:28]. The yield is 0.790. The catalyst is [Pd].CO. The reactants are C([N:8]1[CH2:31][C:12]2([CH2:17][CH2:16][N:15]([C:18]([C:20]3[CH:25]=[CH:24][C:23]([O:26][CH:27]([CH3:29])[CH3:28])=[C:22]([CH3:30])[CH:21]=3)=[O:19])[CH2:14][CH2:13]2)[O:11][CH:10]([C:32]2[CH:37]=[CH:36][CH:35]=[CH:34][CH:33]=2)[CH2:9]1)C1C=CC=CC=1.C([O-])=O.[NH4+]. (6) The reactants are [Cl-].O[NH3+:3].[C:4](=[O:7])([O-])[OH:5].[Na+].CS(C)=O.[F:13][C:14]1[CH:15]=[C:16]([C:42]2[C:43]([C:48]#[N:49])=[CH:44][CH:45]=[CH:46][CH:47]=2)[CH:17]=[CH:18][C:19]=1[CH2:20][N:21]1[C:26](=[O:27])[C:25]([C:28]2[CH:33]=[CH:32][C:31]([O:34][CH:35]([CH3:37])[CH3:36])=[CH:30][CH:29]=2)=[C:24]([CH3:38])[N:23]=[C:22]1[CH2:39][CH2:40][CH3:41]. The catalyst is O. The product is [F:13][C:14]1[CH:15]=[C:16]([C:42]2[CH:47]=[CH:46][CH:45]=[CH:44][C:43]=2[C:48]2[NH:3][C:4](=[O:7])[O:5][N:49]=2)[CH:17]=[CH:18][C:19]=1[CH2:20][N:21]1[C:26](=[O:27])[C:25]([C:28]2[CH:29]=[CH:30][C:31]([O:34][CH:35]([CH3:37])[CH3:36])=[CH:32][CH:33]=2)=[C:24]([CH3:38])[N:23]=[C:22]1[CH2:39][CH2:40][CH3:41]. The yield is 0.720. (7) The reactants are [O:1]=[C:2]1[CH2:11][CH2:10][CH2:9][C:8]2[CH:7]=[C:6]([O:12][C:13]3[CH:20]=[CH:19][C:16]([C:17]#[N:18])=[CH:15][CH:14]=3)[CH:5]=[CH:4][C:3]1=2.[OH-:21].[K+]. The catalyst is C(O)(C)(C)C. The product is [O:1]=[C:2]1[CH2:11][CH2:10][CH2:9][C:8]2[CH:7]=[C:6]([O:12][C:13]3[CH:14]=[CH:15][C:16]([C:17]([NH2:18])=[O:21])=[CH:19][CH:20]=3)[CH:5]=[CH:4][C:3]1=2. The yield is 0.910. (8) The yield is 0.280. The reactants are [CH3:1][N:2]1[C:10]2[C:5](=[CH:6][CH:7]=[CH:8][CH:9]=2)[C:4]([C:11]([OH:13])=O)=[CH:3]1.[CH2:14]1[C@H:23]2[C@H:18]([CH2:19][CH2:20][C:21]3[CH:27]=[CH:26][CH:25]=[CH:24][C:22]=32)[NH:17][CH2:16][CH2:15]1.F[P-](F)(F)(F)(F)F.N1(OC(N(C)C)=[N+](C)C)C2N=CC=CC=2N=N1. No catalyst specified. The product is [CH2:14]1[C@H:23]2[C@H:18]([CH2:19][CH2:20][C:21]3[CH:27]=[CH:26][CH:25]=[CH:24][C:22]=32)[N:17]([C:11]([C:4]2[C:5]3[C:10](=[CH:9][CH:8]=[CH:7][CH:6]=3)[N:2]([CH3:1])[CH:3]=2)=[O:13])[CH2:16][CH2:15]1.